From a dataset of Peptide-MHC class II binding affinity with 134,281 pairs from IEDB. Regression. Given a peptide amino acid sequence and an MHC pseudo amino acid sequence, predict their binding affinity value. This is MHC class II binding data. The peptide sequence is TANVPPADKYKTLEA. The MHC is DRB3_0101 with pseudo-sequence DRB3_0101. The binding affinity (normalized) is 0.118.